This data is from Full USPTO retrosynthesis dataset with 1.9M reactions from patents (1976-2016). The task is: Predict the reactants needed to synthesize the given product. (1) Given the product [CH3:12][C:7]1[CH:6]=[N:5][C:4]2[NH:9][C:10]3[C:2]([C:3]=2[CH:8]=1)=[CH:23][CH:18]=[CH:19][C:11]=3[CH3:1], predict the reactants needed to synthesize it. The reactants are: [CH2:1]1[CH2:11][CH2:10][N:9]2[C:4](=[N:5][CH2:6][CH2:7][CH2:8]2)[CH2:3][CH2:2]1.[CH3:12]N(C)C(=O)C.[CH:18]1(P(C2CCCCC2)C2C=CC=CC=2C2C=CC=CC=2)[CH2:23]CCC[CH2:19]1. (2) Given the product [CH:1]1([CH2:6][C@H:7]([CH2:28][N:29]([CH:38]=[O:39])[O:30][CH2:31][C:32]2[CH:37]=[CH:36][CH:35]=[CH:34][CH:33]=2)[C:8]([N:10]2[C@H:14]([C:53]([NH:52][C:51]3[NH:50][CH:61]=[CH:62][N:57]=3)=[O:55])[CH2:13][CH2:12][N:11]2[C:18]([O:20][CH2:21][C:22]2[CH:27]=[CH:26][CH:25]=[CH:24][CH:23]=2)=[O:19])=[O:9])[CH2:2][CH2:3][CH2:4][CH2:5]1, predict the reactants needed to synthesize it. The reactants are: [CH:1]1([CH2:6][C@H:7]([CH2:28][N:29]([CH:38]=[O:39])[O:30][CH2:31][C:32]2[CH:37]=[CH:36][CH:35]=[CH:34][CH:33]=2)[C:8]([N:10]2[C@H:14](C(O)=O)[CH2:13][CH2:12][N:11]2[C:18]([O:20][CH2:21][C:22]2[CH:27]=[CH:26][CH:25]=[CH:24][CH:23]=2)=[O:19])=[O:9])[CH2:5][CH2:4][CH2:3][CH2:2]1.CN1CCOCC1.COC1N=[C:53]([O:55]C)[N:52]=[C:51]([N+:57]2(C)[CH2:62][CH2:61]OCC2)[N:50]=1.S(O)(O)(=O)=O.N1C=CN=C1N. (3) Given the product [N:46]1([CH2:45][CH2:44][CH2:43][NH:42][C:39]([C:35]2[CH:34]=[C:33]([C:10]3[CH:11]=[C:12]([C:23]4[N:27]([CH2:28][CH2:29][CH2:30][O:31][CH3:32])[N:26]=[N:25][N:24]=4)[C:13]([OH:15])=[CH:14][C:9]=3[OH:8])[CH:38]=[CH:37][CH:36]=2)=[O:40])[CH2:51][CH2:50][O:49][CH2:48][CH2:47]1, predict the reactants needed to synthesize it. The reactants are: C([O:8][C:9]1[CH:14]=[C:13]([O:15]CC2C=CC=CC=2)[C:12]([C:23]2[N:27]([CH2:28][CH2:29][CH2:30][O:31][CH3:32])[N:26]=[N:25][N:24]=2)=[CH:11][C:10]=1[C:33]1[CH:38]=[CH:37][CH:36]=[C:35]([C:39](O)=[O:40])[CH:34]=1)C1C=CC=CC=1.[NH2:42][CH2:43][CH2:44][CH2:45][N:46]1[CH2:51][CH2:50][O:49][CH2:48][CH2:47]1. (4) Given the product [CH2:1]([C@@H:5]1[C@@H:14]([NH:15][C:23](=[O:24])[O:25][CH2:26][C:27]2[CH:32]=[CH:31][CH:30]=[CH:29][CH:28]=2)[CH2:13][CH2:12][C:7]2([O:8][CH2:9][CH2:10][O:11]2)[CH2:6]1)[CH2:2][CH2:3][CH3:4], predict the reactants needed to synthesize it. The reactants are: [CH2:1]([C@H:5]1[C@@H:14]([NH2:15])[CH2:13][CH2:12][C:7]2([O:11][CH2:10][CH2:9][O:8]2)[CH2:6]1)[CH2:2][CH2:3][CH3:4].C([O-])([O-])=O.[K+].[K+].Cl[C:23]([O:25][CH2:26][C:27]1[CH:32]=[CH:31][CH:30]=[CH:29][CH:28]=1)=[O:24].